From a dataset of Reaction yield outcomes from USPTO patents with 853,638 reactions. Predict the reaction yield, written as a fraction of the theoretical maximum amount of product (1.0 means a 100% yield; for example, 0.34 means a 34% yield). (1) The reactants are [CH:1](=O)[C:2]1[CH:7]=[CH:6][CH:5]=[CH:4][CH:3]=1.[NH2:9][CH2:10][CH2:11][C:12]1[CH:17]=[CH:16][C:15]([OH:18])=[CH:14][CH:13]=1.[BH4-].[Na+]. The catalyst is CO. The product is [CH2:1]([NH:9][CH2:10][CH2:11][C:12]1[CH:17]=[CH:16][C:15]([OH:18])=[CH:14][CH:13]=1)[C:2]1[CH:7]=[CH:6][CH:5]=[CH:4][CH:3]=1. The yield is 0.610. (2) The reactants are [F:8][C:7]([F:10])([F:9])[C:6](O[C:6](=[O:11])[C:7]([F:10])([F:9])[F:8])=[O:11].[CH3:14][O:15][CH2:16][C:17]1([CH2:30][NH:31][C@@H:32]2[CH2:34][C@H:33]2[C:35]2[CH:40]=[CH:39][CH:38]=[CH:37][CH:36]=2)[CH2:22][CH2:21][N:20]([C:23]([O:25][C:26]([CH3:29])([CH3:28])[CH3:27])=[O:24])[CH2:19][CH2:18]1.C(N(CC)C(C)C)(C)C. The catalyst is C(Cl)Cl. The product is [CH3:14][O:15][CH2:16][C:17]1([CH2:30][N:31]([C@@H:32]2[CH2:34][C@H:33]2[C:35]2[CH:40]=[CH:39][CH:38]=[CH:37][CH:36]=2)[C:6](=[O:11])[C:7]([F:8])([F:9])[F:10])[CH2:22][CH2:21][N:20]([C:23]([O:25][C:26]([CH3:29])([CH3:27])[CH3:28])=[O:24])[CH2:19][CH2:18]1. The yield is 0.840. (3) The reactants are C([O:8][C:9]1[CH:18]=[C:17]2[C:12]([C:13]([O:19][C:20]3[CH:25]=[CH:24][C:23]([CH2:26][C:27]([C:29]4[CH:34]=[CH:33][CH:32]=[CH:31][CH:30]=4)=[O:28])=[CH:22][CH:21]=3)=[CH:14][CH:15]=[N:16]2)=[CH:11][C:10]=1[O:35][CH3:36])C1C=CC=CC=1. The catalyst is C1CCCCC=1.C(O)C.[Pd]. The product is [OH:8][C:9]1[CH:18]=[C:17]2[C:12]([C:13]([O:19][C:20]3[CH:21]=[CH:22][C:23]([CH2:26][C:27]([C:29]4[CH:30]=[CH:31][CH:32]=[CH:33][CH:34]=4)=[O:28])=[CH:24][CH:25]=3)=[CH:14][CH:15]=[N:16]2)=[CH:11][C:10]=1[O:35][CH3:36]. The yield is 0.680.